This data is from Forward reaction prediction with 1.9M reactions from USPTO patents (1976-2016). The task is: Predict the product of the given reaction. (1) Given the reactants Br[C:2]1[CH:7]=[CH:6][C:5]([CH:8]([N:12]2[CH2:25][CH2:24][C:15]3([O:20][CH2:19][C:18](=[O:21])[N:17]([CH2:22][CH3:23])[CH2:16]3)[CH2:14][CH2:13]2)[C:9]([NH2:11])=[O:10])=[C:4]([F:26])[CH:3]=1.B1(B2OC(C)(C)C(C)(C)O2)OC(C)(C)C(C)(C)O1.C([O-])(=O)C.[K+].Br[C:51]1[CH:60]=[C:59]2[C:54]([CH:55]=[C:56]([Cl:61])[CH:57]=[N:58]2)=[CH:53][CH:52]=1.C(=O)([O-])[O-].[K+].[K+], predict the reaction product. The product is: [Cl:61][C:56]1[CH:57]=[N:58][C:59]2[C:54]([CH:55]=1)=[CH:53][CH:52]=[C:51]([C:2]1[CH:7]=[CH:6][C:5]([CH:8]([N:12]3[CH2:25][CH2:24][C:15]4([O:20][CH2:19][C:18](=[O:21])[N:17]([CH2:22][CH3:23])[CH2:16]4)[CH2:14][CH2:13]3)[C:9]([NH2:11])=[O:10])=[C:4]([F:26])[CH:3]=1)[CH:60]=2. (2) Given the reactants [OH:1][C:2]1[CH:11]=[C:10]2[C:5]([C:6]([NH:12][C:13]3[CH:14]=[C:15]4[C:19](=[CH:20][CH:21]=3)[NH:18][C:17]([CH3:22])=[CH:16]4)=[N:7][CH:8]=[N:9]2)=[CH:4][C:3]=1[O:23][CH3:24].O[CH2:26][CH2:27][CH2:28][N:29]1[CH2:34][CH2:33][N:32]([CH3:35])[CH2:31][CH2:30]1, predict the reaction product. The product is: [CH3:24][O:23][C:3]1[CH:4]=[C:5]2[C:10](=[CH:11][C:2]=1[O:1][CH2:26][CH2:27][CH2:28][N:29]1[CH2:34][CH2:33][N:32]([CH3:35])[CH2:31][CH2:30]1)[N:9]=[CH:8][N:7]=[C:6]2[NH:12][C:13]1[CH:14]=[C:15]2[C:19](=[CH:20][CH:21]=1)[NH:18][C:17]([CH3:22])=[CH:16]2. (3) Given the reactants [CH:1]([O:4][C:5]1[CH:10]=[CH:9][N:8]=[C:7]2[N:11](S(C3C=CC(C)=CC=3)(=O)=O)[CH:12]=[C:13]([CH:14]=[CH:15][C:16]([NH2:18])=[O:17])[C:6]=12)([CH3:3])[CH3:2].CCCC[N+](CCCC)(CCCC)CCCC.[F-], predict the reaction product. The product is: [CH:1]([O:4][C:5]1[CH:10]=[CH:9][N:8]=[C:7]2[NH:11][CH:12]=[C:13]([CH:14]=[CH:15][C:16]([NH2:18])=[O:17])[C:6]=12)([CH3:3])[CH3:2]. (4) Given the reactants [Cl:1][C:2]1[N:7]=[CH:6][C:5]([CH:8]([OH:11])CO)=[C:4]([C:12]2[NH:13][C:14]3[C:19]([CH:20]=2)=[C:18]([F:21])[CH:17]=[CH:16][CH:15]=3)[CH:3]=1.[O-]S([O-])=O.[Na+].[Na+].O, predict the reaction product. The product is: [Cl:1][C:2]1[CH:3]=[C:4]([C:12]2[NH:13][C:14]3[C:19]([CH:20]=2)=[C:18]([F:21])[CH:17]=[CH:16][CH:15]=3)[C:5]([CH:8]=[O:11])=[CH:6][N:7]=1. (5) Given the reactants [F:1][C:2]1[CH:3]=[C:4]([C:8]2[C@:9]3([CH2:25][CH2:24][C@H:23]4[C@@H:14]([CH2:15][CH2:16][C:17]5[CH:18]=[C:19]([C:26](O)=[O:27])[CH:20]=[CH:21][C:22]=54)[C@@H:11]3[CH2:12][CH:13]=2)[CH3:10])[CH:5]=[N:6][CH:7]=1.Cl.[NH2:30][CH2:31][C:32]([O:34]C)=[O:33], predict the reaction product. The product is: [F:1][C:2]1[CH:3]=[C:4]([C:8]2[C@:9]3([CH2:25][CH2:24][C@H:23]4[C@@H:14]([CH2:15][CH2:16][C:17]5[CH:18]=[C:19]([C:26]([NH:30][CH2:31][C:32]([OH:34])=[O:33])=[O:27])[CH:20]=[CH:21][C:22]=54)[C@@H:11]3[CH2:12][CH:13]=2)[CH3:10])[CH:5]=[N:6][CH:7]=1. (6) Given the reactants [CH3:1][O:2][C:3]1[CH:4]=[C:5](C(NC(=O)OCC2C=CC=CC=2)C)[CH:6]=[CH:7][C:8]=1[NH:9][S:10]([CH3:13])(=[O:12])=[O:11].[CH2:27]([NH2:29])[CH3:28], predict the reaction product. The product is: [CH3:1][O:2][C:3]1[CH:4]=[C:5]([NH:29][CH2:27][CH3:28])[CH:6]=[CH:7][C:8]=1[NH:9][S:10]([CH3:13])(=[O:11])=[O:12]. (7) Given the reactants [Br:1][C:2]1[C:3]([CH3:10])=[C:4]([CH:7]=[CH:8][CH:9]=1)[NH:5][CH3:6].C(N(C(C)C)CC)(C)C.ClCCl.[CH:23]1([C:29](Cl)=[O:30])[CH2:28][CH2:27][CH2:26][CH2:25][CH2:24]1, predict the reaction product. The product is: [Br:1][C:2]1[C:3]([CH3:10])=[C:4]([N:5]([CH3:6])[C:29]([CH:23]2[CH2:28][CH2:27][CH2:26][CH2:25][CH2:24]2)=[O:30])[CH:7]=[CH:8][CH:9]=1. (8) Given the reactants [NH:1]1[CH:5]=[CH:4][CH:3]=[C:2]1[C:6]([O:8][CH2:9][CH3:10])=[O:7].[Br:11]N1C(=O)CCC1=O.O.C(OCC)(=O)C, predict the reaction product. The product is: [Br:11][C:5]1[NH:1][C:2]([C:6]([O:8][CH2:9][CH3:10])=[O:7])=[CH:3][CH:4]=1. (9) Given the reactants [CH3:1][C:2]([C:6]1[CH:7]=[C:8]([C:13]2[CH:14]=[C:15]([CH:18]=O)[NH:16][CH:17]=2)[CH:9]=[CH:10][C:11]=1[OH:12])([CH3:5])[CH2:3][CH3:4].[S:20]1[CH2:26][C:24](=[O:25])[NH:23][C:21]1=S.[NH:27]1[CH2:32][CH2:31][O:30][CH2:29][CH2:28]1, predict the reaction product. The product is: [CH3:5][C:2]([C:6]1[CH:7]=[C:8]([C:13]2[CH:14]=[C:15]([CH:18]=[C:26]3[S:20][C:21]([N:27]4[CH2:32][CH2:31][O:30][CH2:29][CH2:28]4)=[N:23][C:24]3=[O:25])[NH:16][CH:17]=2)[CH:9]=[CH:10][C:11]=1[OH:12])([CH3:1])[CH2:3][CH3:4]. (10) Given the reactants Cl[C:2]1[CH:7]=[C:6]([C:8]2[CH:13]=[CH:12][C:11]([F:14])=[CH:10][C:9]=2[O:15][CH3:16])[C:5]([F:17])=[CH:4][N:3]=1.[NH2:18][C:19]1[CH:24]=[C:23]([CH2:25][S:26][CH2:27][CH2:28][OH:29])[CH:22]=[CH:21][N:20]=1.C(=O)([O-])[O-].[Cs+].[Cs+], predict the reaction product. The product is: [F:17][C:5]1[C:6]([C:8]2[CH:13]=[CH:12][C:11]([F:14])=[CH:10][C:9]=2[O:15][CH3:16])=[CH:7][C:2]([NH:18][C:19]2[CH:24]=[C:23]([CH2:25][S:26][CH2:27][CH2:28][OH:29])[CH:22]=[CH:21][N:20]=2)=[N:3][CH:4]=1.